Task: Predict which catalyst facilitates the given reaction.. Dataset: Catalyst prediction with 721,799 reactions and 888 catalyst types from USPTO (1) Reactant: [CH3:1][O:2][C:3]1[CH:4]=[C:5]([CH2:9][C:10]#[N:11])[CH:6]=[CH:7][CH:8]=1.[H-].[Na+].Br[CH2:15][CH2:16][CH2:17][CH2:18][CH2:19]Br. Product: [CH3:1][O:2][C:3]1[CH:4]=[C:5]([C:9]2([C:10]#[N:11])[CH2:19][CH2:18][CH2:17][CH2:16][CH2:15]2)[CH:6]=[CH:7][CH:8]=1. The catalyst class is: 16. (2) Reactant: [NH2:1][C:2]1[CH:7]=[CH:6][C:5]([NH:8][C:9](=[O:15])/[CH:10]=[CH:11]\[C:12]([OH:14])=[O:13])=[CH:4][CH:3]=1.O1CCCC1. The catalyst class is: 6. Product: [OH2:13].[NH2:1][C:2]1[CH:3]=[CH:4][C:5]([NH:8][C:9](=[O:15])/[CH:10]=[CH:11]\[C:12]([OH:14])=[O:13])=[CH:6][CH:7]=1.